Dataset: Full USPTO retrosynthesis dataset with 1.9M reactions from patents (1976-2016). Task: Predict the reactants needed to synthesize the given product. (1) Given the product [Cl:1][CH2:2][C:3]1[C:9]2[C:8](=[C:17]([CH3:16])[C:22]([OH:23])=[CH:21][CH:20]=2)[O:7][C:5](=[O:6])[CH:4]=1, predict the reactants needed to synthesize it. The reactants are: [Cl:1][CH2:2][C:3](=O)[CH2:4][C:5]([O:7][CH2:8][CH3:9])=[O:6].OS(O)(=O)=O.[CH3:16][C:17]1[C:22]([OH:23])=[CH:21][CH:20]=CC=1O. (2) Given the product [CH3:37][C@H:2]1[C:3](=[O:4])[NH:5][C:6]2[CH:7]=[N:8][N:9]([CH2:29][O:30][CH2:31][CH2:32][Si:33]([CH3:34])([CH3:35])[CH3:36])[C:10]=2[C:11]2[CH:16]=[CH:15][CH:14]=[C:13]([CH:12]=2)[C@@H:17]([NH:21][C:22](=[O:28])[O:23][C:24]([CH3:26])([CH3:27])[CH3:25])[CH2:18][CH:19]=[CH:20]1, predict the reactants needed to synthesize it. The reactants are: C[C@H:2]([CH:37]=C)[C:3]([NH:5][C:6]1[CH:7]=[N:8][N:9]([CH2:29][O:30][CH2:31][CH2:32][Si:33]([CH3:36])([CH3:35])[CH3:34])[C:10]=1[C:11]1[CH:12]=[C:13]([C@@H:17]([NH:21][C:22](=[O:28])[O:23][C:24]([CH3:27])([CH3:26])[CH3:25])[CH2:18][CH:19]=[CH2:20])[CH:14]=[CH:15][CH:16]=1)=[O:4]. (3) Given the product [CH3:1][O:2][CH:3]([O:13][CH3:14])[C:4]1[CH:5]=[N+:6]([O-:23])[CH:7]=[C:8]([C:10]([CH3:12])=[CH2:11])[CH:9]=1, predict the reactants needed to synthesize it. The reactants are: [CH3:1][O:2][CH:3]([O:13][CH3:14])[C:4]1[CH:5]=[N:6][CH:7]=[C:8]([C:10]([CH3:12])=[CH2:11])[CH:9]=1.C1C=C(Cl)C=C(C(OO)=[O:23])C=1. (4) Given the product [CH2:1]([O:8][C:9]1[CH:10]=[CH:11][C:12]([C:13]([N:44]2[CH2:45][CH2:46][N:41]([C:36]3[CH:37]=[CH:38][CH:39]=[CH:40][C:35]=3[C:31]([CH3:34])([CH3:33])[CH3:32])[CH2:42][CH2:43]2)=[O:15])=[CH:16][CH:17]=1)[C:2]1[CH:3]=[CH:4][CH:5]=[CH:6][CH:7]=1, predict the reactants needed to synthesize it. The reactants are: [CH2:1]([O:8][C:9]1[CH:17]=[CH:16][C:12]([C:13]([OH:15])=O)=[CH:11][CH:10]=1)[C:2]1[CH:7]=[CH:6][CH:5]=[CH:4][CH:3]=1.CN(C)C=O.C(Cl)(=O)C(Cl)=O.Cl.Cl.[C:31]([C:35]1[CH:40]=[CH:39][CH:38]=[CH:37][C:36]=1[N:41]1[CH2:46][CH2:45][NH:44][CH2:43][CH2:42]1)([CH3:34])([CH3:33])[CH3:32]. (5) Given the product [CH:1]([C:4]1[CH:13]=[C:12]2[C:7]([C:8](=[O:20])[N:9]([N:15]([C:8](=[O:20])[CH2:7][CH3:6])[S:16]([CH3:19])(=[O:17])=[O:18])[C:10](=[O:14])[N:11]2[C:27](=[O:30])[CH2:28][CH3:29])=[CH:6][C:5]=1[C:21]1[N:22]([CH3:26])[N:23]=[CH:24][CH:25]=1)([CH3:3])[CH3:2], predict the reactants needed to synthesize it. The reactants are: [CH:1]([C:4]1[CH:13]=[C:12]2[C:7]([C:8](=[O:20])[N:9]([NH:15][S:16]([CH3:19])(=[O:18])=[O:17])[C:10](=[O:14])[NH:11]2)=[CH:6][C:5]=1[C:21]1[N:22]([CH3:26])[N:23]=[CH:24][CH:25]=1)([CH3:3])[CH3:2].[C:27](Cl)(=[O:30])[CH2:28][CH3:29]. (6) Given the product [CH3:38][N:39]([CH2:51][CH2:52][N:53]1[CH2:58][CH2:57][O:56][CH2:55][CH2:54]1)[C:40](=[O:41])[C:42]1[CH:50]=[CH:49][CH:48]=[C:44]([C:45]([NH:1][C:2]2[CH:25]=[CH:24][C:23]([N:26]3[CH2:31][CH2:30][CH2:29][CH2:28][CH2:27]3)=[CH:22][C:3]=2[C:4](=[O:5])[NH:6][C:7]2[S:8][CH:9]=[C:10]([C:12]3[CH:17]=[CH:16][CH:15]=[C:14]([C:18]([F:20])([F:21])[F:19])[CH:13]=3)[N:11]=2)=[O:46])[CH:43]=1, predict the reactants needed to synthesize it. The reactants are: [NH2:1][C:2]1[CH:25]=[CH:24][C:23]([N:26]2[CH2:31][CH2:30][CH2:29][CH2:28][CH2:27]2)=[CH:22][C:3]=1[C:4]([NH:6][C:7]1[S:8][CH:9]=[C:10]([C:12]2[CH:17]=[CH:16][CH:15]=[C:14]([C:18]([F:21])([F:20])[F:19])[CH:13]=2)[N:11]=1)=[O:5].N1C=CC=CC=1.[CH3:38][N:39]([CH2:51][CH2:52][N:53]1[CH2:58][CH2:57][O:56][CH2:55][CH2:54]1)[C:40]([C:42]1[CH:43]=[C:44]([CH:48]=[CH:49][CH:50]=1)[C:45](Cl)=[O:46])=[O:41]. (7) Given the product [F:9][C:10]([F:25])([F:26])[C:11]1[CH:12]=[CH:13][C:14]([C:17]2[CH:22]=[CH:21][C:20]([CH:23]([OH:24])[CH2:1][CH2:2][CH2:3][CH2:4][CH2:5][CH3:6])=[CH:19][CH:18]=2)=[CH:15][CH:16]=1, predict the reactants needed to synthesize it. The reactants are: [CH2:1]([Mg]Br)[CH2:2][CH2:3][CH2:4][CH2:5][CH3:6].[F:9][C:10]([F:26])([F:25])[C:11]1[CH:16]=[CH:15][C:14]([C:17]2[CH:22]=[CH:21][C:20]([CH:23]=[O:24])=[CH:19][CH:18]=2)=[CH:13][CH:12]=1.O.[Cl-].[Na+].